Dataset: Full USPTO retrosynthesis dataset with 1.9M reactions from patents (1976-2016). Task: Predict the reactants needed to synthesize the given product. (1) The reactants are: Br[C:2]1[CH:14]=[CH:13][C:12]2[C:11]3[C:6](=[CH:7][CH:8]=[CH:9][CH:10]=3)[N:5]([C:15]3[CH:20]=[CH:19][CH:18]=[CH:17][N:16]=3)[C:4]=2[CH:3]=1.[CH3:21][C:22]([CH3:25])([O-])[CH3:23].[Na+].[NH2:27][C:28]1[CH:33]=[CH:32][CH:31]=[CH:30][CH:29]=1. Given the product [C:28]1([N:27]([C:6]2[CH:11]=[CH:25][C:22]3[C:23]4[C:4](=[CH:3][CH:2]=[CH:14][CH:13]=4)[N:5]([C:15]4[CH:20]=[CH:19][CH:18]=[CH:17][N:16]=4)[C:21]=3[CH:7]=2)[C:2]2[CH:14]=[CH:13][C:12]3[C:11]4[C:6](=[CH:7][CH:8]=[CH:9][CH:10]=4)[N:5]([C:15]4[CH:20]=[CH:19][CH:18]=[CH:17][N:16]=4)[C:4]=3[CH:3]=2)[CH:33]=[CH:32][CH:31]=[CH:30][CH:29]=1, predict the reactants needed to synthesize it. (2) Given the product [NH2:12][CH2:11][CH:10]([CH3:20])[C:9]([NH:8][CH2:7][C:6]1[CH:5]=[CH:4][C:3]([C:1]#[N:2])=[CH:23][CH:22]=1)=[O:21], predict the reactants needed to synthesize it. The reactants are: [C:1]([C:3]1[CH:23]=[CH:22][C:6]([CH2:7][NH:8][C:9](=[O:21])[CH:10]([CH3:20])[CH2:11][NH:12]C(=O)OC(C)(C)C)=[CH:5][CH:4]=1)#[N:2].C(O)(C(F)(F)F)=O.